Dataset: Forward reaction prediction with 1.9M reactions from USPTO patents (1976-2016). Task: Predict the product of the given reaction. Given the reactants [C:1]1([CH2:7][S:8]([O:11][C:12]2[CH:17]=[CH:16][C:15]([CH:18]=O)=[CH:14][CH:13]=2)(=[O:10])=[O:9])[CH:6]=[CH:5][CH:4]=[CH:3][CH:2]=1.[CH3:20][O:21][C:22]1[CH:23]=[C:24]2[C:28](=[CH:29][C:30]=1[O:31][CH3:32])[NH:27][C:26](=[O:33])[CH2:25]2.N1CCCCC1, predict the reaction product. The product is: [C:1]1([CH2:7][S:8]([O:11][C:12]2[CH:13]=[CH:14][C:15](/[CH:18]=[C:25]3/[C:26](=[O:33])[NH:27][C:28]4[C:24]/3=[CH:23][C:22]([O:21][CH3:20])=[C:30]([O:31][CH3:32])[CH:29]=4)=[CH:16][CH:17]=2)(=[O:9])=[O:10])[CH:2]=[CH:3][CH:4]=[CH:5][CH:6]=1.